From a dataset of CYP2C9 inhibition data for predicting drug metabolism from PubChem BioAssay. Regression/Classification. Given a drug SMILES string, predict its absorption, distribution, metabolism, or excretion properties. Task type varies by dataset: regression for continuous measurements (e.g., permeability, clearance, half-life) or binary classification for categorical outcomes (e.g., BBB penetration, CYP inhibition). Dataset: cyp2c9_veith. The compound is CCCOc1ccc(C2C(C(=O)c3ccco3)=C(O)C(=O)N2CCN2CCOCC2)cc1OC. The result is 0 (non-inhibitor).